Dataset: Reaction yield outcomes from USPTO patents with 853,638 reactions. Task: Predict the reaction yield, written as a fraction of the theoretical maximum amount of product (1.0 means a 100% yield; for example, 0.34 means a 34% yield). (1) The reactants are [CH:1]1([C:4]#[CH:5])[CH2:3][CH2:2]1.C[Li].Cl[C:9]([O:11][CH3:12])=[O:10]. The product is [CH3:12][O:11][C:9](=[O:10])[C:5]#[C:4][CH:1]1[CH2:3][CH2:2]1. The catalyst is C(OCC)C. The yield is 0.720. (2) The reactants are CS(O[CH:6]1[CH2:11][CH2:10][C:9]([C:12]2[CH:17]=[CH:16][N:15]=[CH:14][C:13]=2[N+:18]([O-:20])=[O:19])=[CH:8][CH:7]1[NH:21][C:22]([O:24]C(C)(C)C)=[O:23])(=O)=O. The catalyst is N1C=CC=CC=1. The product is [N+:18]([C:13]1[CH:14]=[N:15][CH:16]=[CH:17][C:12]=1[C:9]1[CH2:10][CH2:11][CH:6]2[O:24][C:22](=[O:23])[NH:21][CH:7]2[CH:8]=1)([O-:20])=[O:19]. The yield is 0.850. (3) The reactants are [C:1]([NH2:10])(=[O:9])[C:2]1[C:3](=[CH:5][CH:6]=[CH:7][CH:8]=1)[OH:4].[CH3:11][C:12]([CH3:14])=O. The catalyst is S(=O)(=O)(O)O. The product is [CH3:11][C:12]1([CH3:14])[NH:10][C:1](=[O:9])[C:2]2[CH:8]=[CH:7][CH:6]=[CH:5][C:3]=2[O:4]1. The yield is 0.470. (4) The reactants are Cl([O-])(=O)(=O)=O.[Li+].[O:7]1[C:9]([CH3:11])([CH3:10])[CH2:8]1.[NH:12]1[CH2:15][CH:14]([C:16]2[CH:17]=[CH:18][C:19]3[O:28][CH2:27][CH2:26][C:25]4[S:24][C:23]([C:29]5[N:30]([CH:34]([CH3:36])[CH3:35])[N:31]=[CH:32][N:33]=5)=[N:22][C:21]=4[C:20]=3[CH:37]=2)[CH2:13]1. The catalyst is C1COCC1. The product is [CH:34]([N:30]1[C:29]([C:23]2[S:24][C:25]3[CH2:26][CH2:27][O:28][C:19]4[CH:18]=[CH:17][C:16]([CH:14]5[CH2:13][N:12]([CH2:8][C:9]([CH3:11])([OH:7])[CH3:10])[CH2:15]5)=[CH:37][C:20]=4[C:21]=3[N:22]=2)=[N:33][CH:32]=[N:31]1)([CH3:36])[CH3:35]. The yield is 0.970.